This data is from Catalyst prediction with 721,799 reactions and 888 catalyst types from USPTO. The task is: Predict which catalyst facilitates the given reaction. (1) Reactant: [Cl:1][C:2]1[CH:3]=[C:4]2[C:9](=[CH:10][CH:11]=1)[O:8][C:7]([C:12]([OH:14])=O)=[CH:6][C:5]2=[O:15].[NH2:16][CH:17]1[CH2:22][CH2:21][N:20]([C:23]([O:25][C:26]([CH3:29])([CH3:28])[CH3:27])=[O:24])[CH2:19][CH2:18]1.OC1C2N=NNC=2C=CC=1.Cl.C(N=C=NCCCN(C)C)C. Product: [Cl:1][C:2]1[CH:3]=[C:4]2[C:9](=[CH:10][CH:11]=1)[O:8][C:7]([C:12]([NH:16][CH:17]1[CH2:18][CH2:19][N:20]([C:23]([O:25][C:26]([CH3:29])([CH3:28])[CH3:27])=[O:24])[CH2:21][CH2:22]1)=[O:14])=[CH:6][C:5]2=[O:15]. The catalyst class is: 39. (2) Reactant: [C:1]1([NH2:8])[CH:6]=[CH:5][CH:4]=[CH:3][C:2]=1[NH2:7].[Cl:9][C:10]1[CH:15]=[CH:14][C:13]([N:16]=[C:17]=[O:18])=[CH:12][CH:11]=1. Product: [NH2:7][C:2]1[CH:3]=[CH:4][CH:5]=[CH:6][C:1]=1[NH:8][C:17]([NH:16][C:13]1[CH:14]=[CH:15][C:10]([Cl:9])=[CH:11][CH:12]=1)=[O:18]. The catalyst class is: 4. (3) Reactant: C1C=CC(P(C2C=CC=CC=2)C2C=CC=CC=2)=CC=1.N(C(OC(C)C)=O)=NC(OC(C)C)=O.[CH3:34][C:35]1[CH:40]=[C:39]([CH3:41])[N:38]=[C:37]([N:42]2[CH2:47][CH2:46][C:45]([O:50][CH2:51][CH2:52]O)([C:48]#[N:49])[CH2:44][CH2:43]2)[N:36]=1.C1(P([N:68]=[N+:69]=[N-:70])(C2C=CC=CC=2)=O)C=CC=CC=1. Product: [N:68]([CH2:52][CH2:51][O:50][C:45]1([C:48]#[N:49])[CH2:46][CH2:47][N:42]([C:37]2[N:36]=[C:35]([CH3:34])[CH:40]=[C:39]([CH3:41])[N:38]=2)[CH2:43][CH2:44]1)=[N+:69]=[N-:70]. The catalyst class is: 1.